Dataset: Peptide-MHC class I binding affinity with 185,985 pairs from IEDB/IMGT. Task: Regression. Given a peptide amino acid sequence and an MHC pseudo amino acid sequence, predict their binding affinity value. This is MHC class I binding data. (1) The peptide sequence is TATPAWDAL. The MHC is HLA-A26:01 with pseudo-sequence HLA-A26:01. The binding affinity (normalized) is 0.0847. (2) The peptide sequence is ICFWSTLFFT. The MHC is HLA-A02:03 with pseudo-sequence HLA-A02:03. The binding affinity (normalized) is 0.0326. (3) The binding affinity (normalized) is 0.316. The peptide sequence is GESKSYCEL. The MHC is HLA-B18:01 with pseudo-sequence HLA-B18:01. (4) The peptide sequence is VPVWKEATTTL. The MHC is HLA-B40:01 with pseudo-sequence HLA-B40:01. The binding affinity (normalized) is 0. (5) The peptide sequence is MLREGNQAF. The MHC is HLA-B07:02 with pseudo-sequence HLA-B07:02. The binding affinity (normalized) is 0.446.